This data is from Retrosynthesis with 50K atom-mapped reactions and 10 reaction types from USPTO. The task is: Predict the reactants needed to synthesize the given product. (1) Given the product Cc1cc(-c2cc(C(F)(F)F)n3ncc(C(=O)Nc4cccc(S(=O)(=O)NC5CC5)c4)c3n2)ccc1C(F)(F)F, predict the reactants needed to synthesize it. The reactants are: Cc1cc(-c2cc(C(F)(F)F)n3ncc(C(=O)O)c3n2)ccc1C(F)(F)F.Nc1cccc(S(=O)(=O)NC2CC2)c1. (2) Given the product Nc1nc2[nH]c(CCCc3csc(C(=O)O)c3)cc2c(=O)[nH]1, predict the reactants needed to synthesize it. The reactants are: COC(=O)c1cc(CCCc2cc3c(=O)[nH]c(N)nc3[nH]2)cs1. (3) Given the product COCOc1cc(OC)cc(C)c1C(=O)c1ccc(O)cc1, predict the reactants needed to synthesize it. The reactants are: COCOc1cc(OC)cc(C)c1C(=O)c1ccc(OCc2ccccc2)cc1. (4) Given the product CCOC(=O)c1sc(C2=CCOCC2)c(C#N)c1Br, predict the reactants needed to synthesize it. The reactants are: CC1(C)OB(C2=CCOCC2)OC1(C)C.CCOC(=O)c1sc(Br)c(C#N)c1Br. (5) Given the product CCC(=O)N1CCC(Nc2ccc(C(=O)c3ccccc3F)c(N)n2)CC1, predict the reactants needed to synthesize it. The reactants are: CCC(=O)Cl.Nc1nc(NC2CCNCC2)ccc1C(=O)c1ccccc1F.